From a dataset of Reaction yield outcomes from USPTO patents with 853,638 reactions. Predict the reaction yield, written as a fraction of the theoretical maximum amount of product (1.0 means a 100% yield; for example, 0.34 means a 34% yield). (1) The reactants are [CH3:1][C:2]1[CH:15]=[N:14][C:5]2[NH:6][C:7]3[C:12]([C:4]=2[CH:3]=1)=[CH:11][CH:10]=[CH:9][C:8]=3[OH:13].CS(O)(=O)=O.[I:21]N1C(=O)CCC1=O.S([O-])([O-])=O.[Na+].[Na+].[OH-].[Na+]. The catalyst is C(#N)C.O.CO. The product is [I:21][C:11]1[CH:10]=[CH:9][C:8]([OH:13])=[C:7]2[C:12]=1[C:4]1[CH:3]=[C:2]([CH3:1])[CH:15]=[N:14][C:5]=1[NH:6]2. The yield is 0.900. (2) The product is [C:1]([O:4][CH:5]1[CH2:19][CH2:18][C:8]2[O:9][C:10]3[C:15]([Cl:16])=[CH:14][C:13]([S:26]([C:20]4[CH:25]=[CH:24][CH:23]=[CH:22][CH:21]=4)(=[O:28])=[O:27])=[CH:12][C:11]=3[C:7]=2[CH2:6]1)(=[O:3])[CH3:2]. The reactants are [C:1]([O:4][CH:5]1[CH2:19][CH2:18][C:8]2[O:9][C:10]3[C:15]([Cl:16])=[CH:14][C:13](Br)=[CH:12][C:11]=3[C:7]=2[CH2:6]1)(=[O:3])[CH3:2].[C:20]1([S:26]([O-:28])=[O:27])[CH:25]=[CH:24][CH:23]=[CH:22][CH:21]=1.[Na+].C(=O)([O-])[O-].[Cs+].[Cs+].CC1(C)C2C(=C(P(C3C=CC=CC=3)C3C=CC=CC=3)C=CC=2)OC2C(P(C3C=CC=CC=3)C3C=CC=CC=3)=CC=CC1=2. The yield is 0.560. The catalyst is C1(C)C=CC=CC=1. (3) The reactants are [C:1]([O:5][C:6]([NH:8][CH2:9][CH2:10][CH2:11][CH2:12][CH2:13][NH2:14])=[O:7])([CH3:4])([CH3:3])[CH3:2].C(N(CC)CC)C.[Cl:22][CH2:23][CH2:24][S:25](Cl)(=[O:27])=[O:26]. The catalyst is ClCCl. The product is [C:1]([O:5][C:6]([NH:8][CH2:9][CH2:10][CH2:11][CH2:12][CH2:13][NH:14][S:25]([CH2:24][CH2:23][Cl:22])(=[O:27])=[O:26])=[O:7])([CH3:4])([CH3:3])[CH3:2]. The yield is 1.00. (4) The reactants are BrC[C:3]1([O:25][CH3:26])[CH:11]=[C:10]2[C:6](=[C:7]([C:23]#[N:24])[CH:8]([C:14]3[CH:19]=[CH:18][C:17]([N+:20]([O-:22])=[O:21])=[CH:16][CH:15]=3)[N:9]2[CH2:12][CH3:13])[CH:5]=[CH:4]1.[NH:27]1[CH2:32][CH2:31][O:30][CH2:29][CH2:28]1.Cl[CH2:34]CCl. No catalyst specified. The product is [CH2:12]([N:9]1[C:10]2[C:6](=[CH:5][C:4]([CH2:34][N:27]3[CH2:32][CH2:31][O:30][CH2:29][CH2:28]3)=[C:3]([O:25][CH3:26])[CH:11]=2)[C:7]([C:23]#[N:24])=[C:8]1[C:14]1[CH:15]=[CH:16][C:17]([N+:20]([O-:22])=[O:21])=[CH:18][CH:19]=1)[CH3:13]. The yield is 0.440. (5) The yield is 0.800. The product is [C:16]([C:15]1[CH:14]=[CH:13][C:12]([C:7]2[C:6]3[CH2:5][CH2:4][CH2:3][CH:2]([NH:1][C:23]([NH:22][CH2:20][CH3:21])=[O:24])[C:11]=3[CH:10]=[N:9][CH:8]=2)=[CH:19][CH:18]=1)#[N:17]. The reactants are [NH2:1][CH:2]1[C:11]2[CH:10]=[N:9][CH:8]=[C:7]([C:12]3[CH:19]=[CH:18][C:15]([C:16]#[N:17])=[CH:14][CH:13]=3)[C:6]=2[CH2:5][CH2:4][CH2:3]1.[CH2:20]([N:22]=[C:23]=[O:24])[CH3:21].CCN(CC)CC.OP([O-])(O)=O.[K+]. The catalyst is C(Cl)Cl.CO. (6) The reactants are [CH3:1][N:2]1[C:6]([CH2:7][C:8](O)=[O:9])=[CH:5][C:4]([C:11]2[CH:16]=[CH:15][C:14]([O:17][C:18]([F:21])([F:20])[F:19])=[CH:13][CH:12]=2)=[N:3]1. The catalyst is O1CCCC1. The product is [CH3:1][N:2]1[C:6]([CH2:7][CH2:8][OH:9])=[CH:5][C:4]([C:11]2[CH:16]=[CH:15][C:14]([O:17][C:18]([F:19])([F:20])[F:21])=[CH:13][CH:12]=2)=[N:3]1. The yield is 0.530.